From a dataset of Cav3 T-type calcium channel HTS with 100,875 compounds. Binary Classification. Given a drug SMILES string, predict its activity (active/inactive) in a high-throughput screening assay against a specified biological target. (1) The molecule is s1c(NC(=O)CCCOc2ccc(OC)cc2)nnc1. The result is 0 (inactive). (2) The compound is O=C1C2(C(C(CC2)(C1)C(=O)Nc1c(N2CCOCC2)cccc1)(C)C)C. The result is 0 (inactive). (3) The compound is O=C(c1c(n(c(c1C(=O)C)C)c1ccc(OC)cc1)C)C. The result is 0 (inactive). (4) The compound is O=C1N(C(CC1)C(=O)NCCCOC(C)C)C(C)C. The result is 0 (inactive).